This data is from Full USPTO retrosynthesis dataset with 1.9M reactions from patents (1976-2016). The task is: Predict the reactants needed to synthesize the given product. Given the product [Br:1][C:2]1[CH:3]=[CH:4][CH:5]=[C:6]2[C:10]=1[NH:9][CH:8]=[C:7]2[CH2:11][CH2:12][CH2:13][O:14][C:19]1[CH:20]=[C:21]([CH3:22])[C:16]([Cl:15])=[C:17]([CH3:24])[CH:18]=1, predict the reactants needed to synthesize it. The reactants are: [Br:1][C:2]1[CH:3]=[CH:4][CH:5]=[C:6]2[C:10]=1[NH:9][CH:8]=[C:7]2[CH2:11][CH2:12][CH2:13][OH:14].[Cl:15][C:16]1[C:21]([CH3:22])=[CH:20][C:19](O)=[CH:18][C:17]=1[CH3:24].C1(P(C2C=CC=CC=2)C2C=CC=CC=2)C=CC=CC=1.C(O)(C(F)(F)F)=O.C(Cl)Cl.